Dataset: Full USPTO retrosynthesis dataset with 1.9M reactions from patents (1976-2016). Task: Predict the reactants needed to synthesize the given product. (1) The reactants are: [F:1][C:2]([F:13])([F:12])[CH:3]([C:8]([F:11])([F:10])[F:9])[CH:4]([NH2:7])[CH2:5][OH:6].N1C=CC=CC=1.[S:20]1[CH:24]=[CH:23][CH:22]=[C:21]1[S:25](Cl)(=[O:27])=[O:26]. Given the product [F:1][C:2]([F:12])([F:13])[CH:3]([C:8]([F:9])([F:10])[F:11])[CH:4]([NH:7][S:25]([C:21]1[S:20][CH:24]=[CH:23][CH:22]=1)(=[O:27])=[O:26])[CH2:5][OH:6], predict the reactants needed to synthesize it. (2) Given the product [F:22][C:23]([F:36])([F:35])[S:24]([O:15][C:11]1[CH:10]=[C:9]2[C:14]([C:6]3[CH:5]=[CH:4][N:3]=[C:2]([CH3:1])[C:7]=3[NH:8]2)=[CH:13][CH:12]=1)(=[O:26])=[O:25], predict the reactants needed to synthesize it. The reactants are: [CH3:1][C:2]1[C:7]2[NH:8][C:9]3[C:14]([C:6]=2[CH:5]=[CH:4][N:3]=1)=[CH:13][CH:12]=[C:11]([OH:15])[CH:10]=3.N1C=CC=CC=1.[F:22][C:23]([F:36])([F:35])[S:24](O[S:24]([C:23]([F:36])([F:35])[F:22])(=[O:26])=[O:25])(=[O:26])=[O:25]. (3) Given the product [CH3:1][O:2][C:3]1[CH:8]=[CH:7][CH:6]=[CH:5][C:4]=1[C:9]1[N:17]2[C:12]([CH:13]=[N:14][C:15]([NH:26][C:27]3[CH:28]=[C:29]4[C:33](=[CH:34][CH:35]=3)[CH2:32][N:31]([CH2:36][C:37]([NH2:39])=[O:38])[CH2:30]4)=[N:16]2)=[CH:11][CH:10]=1, predict the reactants needed to synthesize it. The reactants are: [CH3:1][O:2][C:3]1[CH:8]=[CH:7][CH:6]=[CH:5][C:4]=1[C:9]1[N:17]2[C:12]([CH:13]=[N:14][C:15](OS(C(F)(F)F)(=O)=O)=[N:16]2)=[CH:11][CH:10]=1.[NH2:26][C:27]1[CH:28]=[C:29]2[C:33](=[CH:34][CH:35]=1)[CH2:32][N:31]([CH2:36][C:37]([NH2:39])=[O:38])[CH2:30]2. (4) Given the product [C:24]([Si:21]([CH3:23])([CH3:22])[O:20][CH2:19][CH2:18][O:10][C:5]1[CH:4]=[CH:3][C:2]([Cl:1])=[CH:9][C:6]=1[CH:7]=[O:8])([CH3:27])([CH3:26])[CH3:25], predict the reactants needed to synthesize it. The reactants are: [Cl:1][C:2]1[CH:9]=[C:6]([CH:7]=[O:8])[C:5]([OH:10])=[CH:4][CH:3]=1.C(=O)([O-])[O-].[K+].[K+].Br[CH2:18][CH2:19][O:20][Si:21]([C:24]([CH3:27])([CH3:26])[CH3:25])([CH3:23])[CH3:22]. (5) Given the product [F:33][C:27]1[CH:26]=[C:25]([CH:17]([C:16]2[NH:41][C:13]([C:10]3[N:11]=[CH:12][C:7]([CH:5]([OH:6])[CH2:4][OH:3])=[CH:8][CH:9]=3)=[CH:14][CH:15]=2)[CH2:18][CH:19]2[CH2:24][CH2:23][O:22][CH2:21][CH2:20]2)[CH:30]=[CH:29][C:28]=1[S:31][CH3:32], predict the reactants needed to synthesize it. The reactants are: CC1(C)[O:6][CH:5]([C:7]2[CH:8]=[CH:9][C:10]([C:13](=O)[CH2:14][CH2:15][C:16](=O)[CH:17]([C:25]3[CH:30]=[CH:29][C:28]([S:31][CH3:32])=[C:27]([F:33])[CH:26]=3)[CH2:18][CH:19]3[CH2:24][CH2:23][O:22][CH2:21][CH2:20]3)=[N:11][CH:12]=2)[CH2:4][O:3]1.C([O-])(=O)C.[NH4+:41].Cl. (6) The reactants are: [H-].[Na+].[CH2:3]([OH:8])[CH:4]=[CH:5][CH2:6][OH:7].Br[CH2:10][C:11]1[CH:16]=[CH:15][C:14]([F:17])=[C:13]([CH3:18])[CH:12]=1. Given the product [F:17][C:14]1[CH:15]=[CH:16][C:11]([CH2:10][O:7][CH2:6][CH:5]=[CH:4][CH2:3][OH:8])=[CH:12][C:13]=1[CH3:18], predict the reactants needed to synthesize it. (7) Given the product [CH3:1][O:2][C:3]([C:5]1[N:6]([CH2:25][C:26]2[CH:31]=[CH:30][CH:29]=[CH:28][CH:27]=2)[C:7](=[O:24])[C:8]2[C:13]([C:14]=1[C:15]1[CH:20]=[CH:19][C:18]([CH2:21][OH:22])=[CH:17][CH:16]=1)=[CH:12][C:11]([Cl:23])=[CH:10][CH:9]=2)=[O:4], predict the reactants needed to synthesize it. The reactants are: [CH3:1][O:2][C:3]([C:5]1[N:6]([CH2:25][C:26]2[CH:31]=[CH:30][CH:29]=[CH:28][CH:27]=2)[C:7](=[O:24])[C:8]2[C:13]([C:14]=1[C:15]1[CH:20]=[CH:19][C:18]([CH:21]=[O:22])=[CH:17][CH:16]=1)=[CH:12][C:11]([Cl:23])=[CH:10][CH:9]=2)=[O:4].CO.[BH4-].[Na+].